From a dataset of Forward reaction prediction with 1.9M reactions from USPTO patents (1976-2016). Predict the product of the given reaction. (1) Given the reactants C(OC(=O)N[C@H]1C[C@H](NC2SC3C=CC=CC=3N=2)C1)(C)(C)C.Cl.[NH2:24][C@H:25]1[CH2:28][C@H:27]([N:29]2[C:33]3=[N:34][CH:35]=[CH:36][CH:37]=[C:32]3[N:31]([CH3:38])[C:30]2=[O:39])[CH2:26]1.Cl[C:41]1[S:42][C:43]2[CH:49]=[CH:48][C:47]([F:50])=[CH:46][C:44]=2[N:45]=1.C(N(C(C)C)CC)(C)C, predict the reaction product. The product is: [F:50][C:47]1[CH:48]=[CH:49][C:43]2[S:42][C:41]([NH:24][C@H:25]3[CH2:28][C@H:27]([N:29]4[C:33]5=[N:34][CH:35]=[CH:36][CH:37]=[C:32]5[N:31]([CH3:38])[C:30]4=[O:39])[CH2:26]3)=[N:45][C:44]=2[CH:46]=1. (2) Given the reactants [Cl:1][C:2]1[S:6][C:5]([CH:7]=O)=[CH:4][C:3]=1[CH3:9].[CH2:10]([O:12][C:13](=[O:18])[CH2:14][N:15]=[N+]=[N-])[CH3:11].[O-]CC.[NH4+].[Cl-], predict the reaction product. The product is: [CH2:10]([O:12][C:13]([C:14]1[NH:15][C:4]2[C:3]([CH3:9])=[C:2]([Cl:1])[S:6][C:5]=2[CH:7]=1)=[O:18])[CH3:11]. (3) Given the reactants Br[CH2:2][C:3]1[CH:8]=[C:7]([O:9][CH3:10])[CH:6]=[CH:5][C:4]=1[Cl:11].[CH3:12][C:13]1[N:18]=[C:17]([SH:19])[N:16]=[C:15]([OH:20])[CH:14]=1.C(N(CC)CC)C, predict the reaction product. The product is: [Cl:11][C:4]1[CH:5]=[CH:6][C:7]([O:9][CH3:10])=[CH:8][C:3]=1[CH2:2][S:19][C:17]1[N:16]=[C:15]([OH:20])[CH:14]=[C:13]([CH3:12])[N:18]=1. (4) Given the reactants Cl[C:2]1[N:10]=[C:9]2[C:5]([N:6]([C:13]([N:15]3[CH2:19][CH2:18][CH2:17][CH2:16]3)=[O:14])[C:7](=[O:12])[N:8]2[CH3:11])=[CH:4][N:3]=1.[F:20][C:21]1[CH:26]=[CH:25][CH:24]=[CH:23][C:22]=1B(O)O.C(=O)([O-])[O-].[K+].[K+].C1(C)C=CC=CC=1, predict the reaction product. The product is: [F:20][C:21]1[CH:26]=[CH:25][CH:24]=[CH:23][C:22]=1[C:2]1[N:10]=[C:9]2[C:5]([N:6]([C:13]([N:15]3[CH2:19][CH2:18][CH2:17][CH2:16]3)=[O:14])[C:7](=[O:12])[N:8]2[CH3:11])=[CH:4][N:3]=1. (5) Given the reactants Cl[C:2]1[CH:7]=[CH:6][N:5]=[C:4]2[N:8]([S:12]([C:15]3[CH:20]=[CH:19][CH:18]=[CH:17][CH:16]=3)(=[O:14])=[O:13])[CH:9]=[C:10]([CH3:11])[C:3]=12.[F:21][C:22]1[CH:23]=[CH:24][C:25]([O:31][CH3:32])=[C:26](B(O)O)[CH:27]=1.P([O-])([O-])([O-])=O.[K+].[K+].[K+].O1CCCC1, predict the reaction product. The product is: [F:21][C:22]1[CH:27]=[CH:26][C:25]([O:31][CH3:32])=[C:24]([C:2]2[CH:7]=[CH:6][N:5]=[C:4]3[N:8]([S:12]([C:15]4[CH:20]=[CH:19][CH:18]=[CH:17][CH:16]=4)(=[O:14])=[O:13])[CH:9]=[C:10]([CH3:11])[C:3]=23)[CH:23]=1. (6) Given the reactants [CH3:1][C:2]1([CH3:25])[C:10]2[C:5](=[N:6][CH:7]=[CH:8][N:9]=2)[N:4]([CH:11]2[CH2:16][CH2:15][N:14](C(OC(C)(C)C)=O)[CH2:13][CH2:12]2)[C:3]1=[O:24].[ClH:26], predict the reaction product. The product is: [ClH:26].[CH3:1][C:2]1([CH3:25])[C:10]2[C:5](=[N:6][CH:7]=[CH:8][N:9]=2)[N:4]([CH:11]2[CH2:16][CH2:15][NH:14][CH2:13][CH2:12]2)[C:3]1=[O:24]. (7) Given the reactants [F:1][C:2]1[C:3]([N:16]([CH3:35])[CH2:17][CH2:18][CH2:19][O:20][C:21]2[CH:22]=[C:23]3[C:27](=[CH:28][CH:29]=2)[N:26]([CH2:30][C:31]([O:33]C)=[O:32])[CH:25]=[CH:24]3)=[N:4][C:5]([C:8]2[CH:13]=[CH:12][C:11]([O:14][CH3:15])=[CH:10][CH:9]=2)=[N:6][CH:7]=1.O.[OH-].[Li+], predict the reaction product. The product is: [F:1][C:2]1[C:3]([N:16]([CH3:35])[CH2:17][CH2:18][CH2:19][O:20][C:21]2[CH:22]=[C:23]3[C:27](=[CH:28][CH:29]=2)[N:26]([CH2:30][C:31]([OH:33])=[O:32])[CH:25]=[CH:24]3)=[N:4][C:5]([C:8]2[CH:13]=[CH:12][C:11]([O:14][CH3:15])=[CH:10][CH:9]=2)=[N:6][CH:7]=1. (8) Given the reactants [Br:1][C:2]1[CH:3]=[CH:4][C:5]([C:8]2[CH2:12][C@@H:11]([CH2:13]Cl)[O:10][N:9]=2)=[N:6][CH:7]=1.[NH:15]1[CH2:20][CH2:19][O:18][CH2:17][CH2:16]1.CS(C)=O, predict the reaction product. The product is: [Br:1][C:2]1[CH:3]=[CH:4][C:5]([C:8]2[CH2:12][C@@H:11]([CH2:13][N:15]3[CH2:20][CH2:19][O:18][CH2:17][CH2:16]3)[O:10][N:9]=2)=[N:6][CH:7]=1. (9) Given the reactants Cl[C:2]1[N:7]=[C:6]([C:8]([N:10]2[CH2:15][CH2:14][CH:13]([N:16]3[CH2:20][CH2:19][CH2:18][CH2:17]3)[CH2:12][CH2:11]2)=[O:9])[C:5]([CH3:21])=[CH:4][C:3]=1[C:22]1[CH:27]=[CH:26][CH:25]=[C:24]([C:28]([F:31])([F:30])[F:29])[CH:23]=1.C([Sn](CCCC)(CCCC)[C:37]1[CH:42]=[N:41][CH:40]=[CH:39][N:38]=1)CCC, predict the reaction product. The product is: [CH3:21][C:5]1[C:6]([C:8]([N:10]2[CH2:15][CH2:14][CH:13]([N:16]3[CH2:20][CH2:19][CH2:18][CH2:17]3)[CH2:12][CH2:11]2)=[O:9])=[N:7][C:2]([C:37]2[CH:42]=[N:41][CH:40]=[CH:39][N:38]=2)=[C:3]([C:22]2[CH:27]=[CH:26][CH:25]=[C:24]([C:28]([F:31])([F:30])[F:29])[CH:23]=2)[CH:4]=1.